From a dataset of Forward reaction prediction with 1.9M reactions from USPTO patents (1976-2016). Predict the product of the given reaction. (1) Given the reactants Cl.[CH3:2][O:3][C:4]1[CH:5]=[C:6]([C:12]2[C@@H:21]3[C@@H:16]([CH2:17][CH2:18][CH2:19][CH2:20]3)[C:15](=[O:22])[N:14]([CH:23]3[CH2:28][CH2:27][NH:26][CH2:25][CH2:24]3)[N:13]=2)[CH:7]=[CH:8][C:9]=1[O:10][CH3:11].[C:29]([O:33][C:34]([NH:36][C@H:37]([C:44](O)=[O:45])[CH2:38][N:39]1[CH:43]=[CH:42][CH:41]=[N:40]1)=[O:35])([CH3:32])([CH3:31])[CH3:30].CN(C(ON1N=NC2C=CC=CC1=2)=[N+](C)C)C.F[P-](F)(F)(F)(F)F.CCN(C(C)C)C(C)C, predict the reaction product. The product is: [CH3:2][O:3][C:4]1[CH:5]=[C:6]([C:12]2[C@@H:21]3[C@@H:16]([CH2:17][CH2:18][CH2:19][CH2:20]3)[C:15](=[O:22])[N:14]([CH:23]3[CH2:24][CH2:25][N:26]([C:44](=[O:45])[C@@H:37]([NH:36][C:34](=[O:35])[O:33][C:29]([CH3:30])([CH3:32])[CH3:31])[CH2:38][N:39]4[CH:43]=[CH:42][CH:41]=[N:40]4)[CH2:27][CH2:28]3)[N:13]=2)[CH:7]=[CH:8][C:9]=1[O:10][CH3:11]. (2) Given the reactants FC1C=CC(O[C:9](=[O:24])[NH:10][C:11]2[S:12][C:13]3[CH:19]=[C:18]([S:20]([CH3:23])(=[O:22])=[O:21])[CH:17]=[CH:16][C:14]=3[N:15]=2)=CC=1.[Cl:25][C:26]1[CH:34]=[CH:33][C:32]([Cl:35])=[CH:31][C:27]=1[C:28]([NH2:30])=[O:29].CC(C)([O-])C.[K+].Cl, predict the reaction product. The product is: [Cl:25][C:26]1[CH:34]=[CH:33][C:32]([Cl:35])=[CH:31][C:27]=1[C:28]([NH:30][C:9](=[O:24])[NH:10][C:11]1[S:12][C:13]2[CH:19]=[C:18]([S:20]([CH3:23])(=[O:21])=[O:22])[CH:17]=[CH:16][C:14]=2[N:15]=1)=[O:29]. (3) Given the reactants [O:1]=O.[CH:3]([C:5]1[O:6][C:7]([CH:10]=[O:11])=[CH:8][CH:9]=1)=[O:4].C, predict the reaction product. The product is: [OH:11][CH2:10][C:7]1[O:6][C:5]([C:3]([OH:1])=[O:4])=[CH:9][CH:8]=1. (4) Given the reactants [H-].[Na+].[Br:3][C:4]1[CH:12]=[C:11]2[C:7]([CH2:8][C:9](=[O:13])[NH:10]2)=[CH:6][C:5]=1[N+:14]([O-:16])=[O:15].[Cl:17][C:18]1[C:27]2[C:22](=[CH:23][C:24]([O:28][CH2:29][CH2:30][CH2:31][N:32]3[CH2:37][CH2:36][O:35][CH2:34][CH2:33]3)=[CH:25][CH:26]=2)[N:21]=[CH:20][N:19]=1, predict the reaction product. The product is: [ClH:17].[ClH:17].[Br:3][C:4]1[CH:12]=[C:11]2[C:7]([C:8]([C:18]3[C:27]4[C:22](=[CH:23][C:24]([O:28][CH2:29][CH2:30][CH2:31][N:32]5[CH2:37][CH2:36][O:35][CH2:34][CH2:33]5)=[CH:25][CH:26]=4)[N:21]=[CH:20][N:19]=3)=[C:9]([OH:13])[NH:10]2)=[CH:6][C:5]=1[N+:14]([O-:16])=[O:15]. (5) Given the reactants [NH:1]1[C:5]2[CH:6]=[CH:7][CH:8]=[CH:9][C:4]=2[N:3]=[C:2]1[CH2:10][C@@H:11]1[CH2:16][CH2:15][C@H:14]([C:17]([OH:19])=O)[CH2:13][CH2:12]1.C(Cl)CCl.C1C=NC2N(O)N=NC=2C=1.[F:34][C:35]1[CH:42]=[CH:41][CH:40]=[CH:39][C:36]=1[CH2:37][NH2:38], predict the reaction product. The product is: [F:34][C:35]1[CH:42]=[CH:41][CH:40]=[CH:39][C:36]=1[CH2:37][NH:38][C:17]([C@H:14]1[CH2:13][CH2:12][C@@H:11]([CH2:10][C:2]2[NH:1][C:5]3[CH:6]=[CH:7][CH:8]=[CH:9][C:4]=3[N:3]=2)[CH2:16][CH2:15]1)=[O:19].